This data is from Peptide-MHC class I binding affinity with 185,985 pairs from IEDB/IMGT. The task is: Regression. Given a peptide amino acid sequence and an MHC pseudo amino acid sequence, predict their binding affinity value. This is MHC class I binding data. (1) The peptide sequence is WDAYIPHYV. The MHC is HLA-A68:02 with pseudo-sequence HLA-A68:02. The binding affinity (normalized) is 1.00. (2) The peptide sequence is SLYADSPSV. The MHC is Patr-A0301 with pseudo-sequence Patr-A0301. The binding affinity (normalized) is 0. (3) The peptide sequence is EEPVALLPLS. The MHC is HLA-B40:01 with pseudo-sequence HLA-B40:01. The binding affinity (normalized) is 0.210.